This data is from Catalyst prediction with 721,799 reactions and 888 catalyst types from USPTO. The task is: Predict which catalyst facilitates the given reaction. Reactant: [Cl:1][C:2]1[CH:7]=[CH:6][N:5]=[C:4]2[NH:8][CH:9]=[C:10]([CH3:11])[C:3]=12.[H-].[Na+].[C:14]1([S:20](Cl)(=[O:22])=[O:21])[CH:19]=[CH:18][CH:17]=[CH:16][CH:15]=1. Product: [Cl:1][C:2]1[CH:7]=[CH:6][N:5]=[C:4]2[N:8]([S:20]([C:14]3[CH:19]=[CH:18][CH:17]=[CH:16][CH:15]=3)(=[O:22])=[O:21])[CH:9]=[C:10]([CH3:11])[C:3]=12. The catalyst class is: 3.